From a dataset of Forward reaction prediction with 1.9M reactions from USPTO patents (1976-2016). Predict the product of the given reaction. (1) Given the reactants [CH3:1][N:2]1[C:10]2[C:5](=[CH:6][CH:7]=[CH:8][CH:9]=2)[C:4]([C:11]2[O:12][C:13]([C:16]3[CH:17]=[C:18]4[C:23](=[CH:24][CH:25]=3)[CH:22]=[C:21]([O:26][CH2:27][C:28]#[N:29])[CH:20]=[CH:19]4)=[CH:14][N:15]=2)=[CH:3]1.[N-:30]=[N+:31]=[N-:32].[Na+].[Cl-].[NH4+].Cl, predict the reaction product. The product is: [CH3:1][N:2]1[C:10]2[C:5](=[CH:6][CH:7]=[CH:8][CH:9]=2)[C:4]([C:11]2[O:12][C:13]([C:16]3[CH:25]=[CH:24][C:23]4[C:18](=[CH:19][CH:20]=[C:21]([O:26][CH2:27][C:28]5[NH:32][N:31]=[N:30][N:29]=5)[CH:22]=4)[CH:17]=3)=[CH:14][N:15]=2)=[CH:3]1. (2) Given the reactants [CH:1]([CH:4]1[S:9][CH2:8][CH2:7][CH2:6][S:5]1)([CH3:3])[CH3:2].C([Li])CCC.[CH:15](=[O:19])[CH2:16][CH2:17][CH3:18], predict the reaction product. The product is: [CH:1]([C:4]1([CH:15]([OH:19])[CH2:16][CH2:17][CH3:18])[S:9][CH2:8][CH2:7][CH2:6][S:5]1)([CH3:3])[CH3:2]. (3) Given the reactants C([O:5][NH:6][C:7]([C@:9]1([CH3:40])[C@H:14]([NH:15][S:16]([C:19]2[CH:24]=[CH:23][C:22]([O:25][CH2:26][C:27]3[C:36]4[C:31](=[CH:32][CH:33]=[CH:34][CH:35]=4)[N:30]=[C:29]([CH3:37])[CH:28]=3)=[CH:21][CH:20]=2)(=[O:18])=[O:17])[CH2:13][CH2:12][N:11]([CH:38]=[O:39])[CH2:10]1)=[O:8])(C)(C)C.FC(F)(F)C(O)=O, predict the reaction product. The product is: [CH:38]([N:11]1[CH2:12][CH2:13][C@@H:14]([NH:15][S:16]([C:19]2[CH:24]=[CH:23][C:22]([O:25][CH2:26][C:27]3[C:36]4[C:31](=[CH:32][CH:33]=[CH:34][CH:35]=4)[N:30]=[C:29]([CH3:37])[CH:28]=3)=[CH:21][CH:20]=2)(=[O:18])=[O:17])[C@@:9]([CH3:40])([C:7]([NH:6][OH:5])=[O:8])[CH2:10]1)=[O:39]. (4) Given the reactants [Cl:1][C:2]1[CH:3]=[C:4]2[C:9](=[CH:10][C:11]=1F)[O:8][CH:7]([C:13]([F:16])([F:15])[F:14])[C:6]([C:17]([O:19][CH2:20][CH3:21])=[O:18])=[CH:5]2.[Cl:22][C:23]1[CH:28]=[C:27]([CH3:29])[C:26]([CH3:30])=[CH:25][C:24]=1[OH:31].C(=O)([O-])[O-].[K+].[K+].[Al], predict the reaction product. The product is: [Cl:1][C:2]1[CH:3]=[C:4]2[C:9](=[CH:10][C:11]=1[O:31][C:24]1[CH:25]=[C:26]([CH3:30])[C:27]([CH3:29])=[CH:28][C:23]=1[Cl:22])[O:8][CH:7]([C:13]([F:16])([F:15])[F:14])[C:6]([C:17]([O:19][CH2:20][CH3:21])=[O:18])=[CH:5]2. (5) The product is: [OH:13][CH:10]1[CH2:11][CH2:12][CH:8]([NH:7][C:6](=[O:14])[O:5][C:1]([CH3:3])([CH3:2])[CH3:4])[CH2:9]1. Given the reactants [C:1]([O:5][C:6](=[O:14])[NH:7][CH:8]1[CH2:12][CH2:11][C:10](=[O:13])[CH2:9]1)([CH3:4])([CH3:3])[CH3:2].[BH4-].[Na+], predict the reaction product. (6) Given the reactants [F:1][C:2]1[C:7]([O:8][CH3:9])=[CH:6][C:5]([O:10][CH3:11])=[C:4]([F:12])[C:3]=1[N:13]1[CH2:18][C:17]2[CH:19]=[N:20][C:21]3[N:25]([S:26]([C:29]4[CH:34]=[CH:33][CH:32]=[CH:31][CH:30]=4)(=[O:28])=[O:27])[C:24]([CH:35](O)[C:36]4[CH:37]=[N:38][N:39]([CH3:41])[CH:40]=4)=[CH:23][C:22]=3[C:16]=2[N:15]([CH3:43])[C:14]1=[O:44].COC1C=CC(P2(=S)SP(C3C=CC(OC)=CC=3)(=S)S2)=CC=1, predict the reaction product. The product is: [F:1][C:2]1[C:7]([O:8][CH3:9])=[CH:6][C:5]([O:10][CH3:11])=[C:4]([F:12])[C:3]=1[N:13]1[CH2:18][C:17]2[CH:19]=[N:20][C:21]3[N:25]([S:26]([C:29]4[CH:30]=[CH:31][CH:32]=[CH:33][CH:34]=4)(=[O:28])=[O:27])[C:24]([CH2:35][C:36]4[CH:37]=[N:38][N:39]([CH3:41])[CH:40]=4)=[CH:23][C:22]=3[C:16]=2[N:15]([CH3:43])[C:14]1=[O:44]. (7) Given the reactants Br[C:2]1[CH:10]=[CH:9][CH:8]=[C:7]2[C:3]=1[CH2:4][CH2:5][N:6]2[C:11]([C:13]1[CH:18]=[C:17]([S:19]([CH3:22])(=[O:21])=[O:20])[CH:16]=[CH:15][C:14]=1[O:23][C@@H:24]([CH3:29])[C:25]([F:28])([F:27])[F:26])=[O:12].[NH:30]1[CH2:35][CH2:34][O:33][CH2:32][CH2:31]1.C1C=CC(P(C2C(C3C(P(C4C=CC=CC=4)C4C=CC=CC=4)=CC=C4C=3C=CC=C4)=C3C(C=CC=C3)=CC=2)C2C=CC=CC=2)=CC=1, predict the reaction product. The product is: [CH3:22][S:19]([C:17]1[CH:16]=[CH:15][C:14]([O:23][C@@H:24]([CH3:29])[C:25]([F:27])([F:28])[F:26])=[C:13]([C:11]([N:6]2[C:7]3[C:3](=[C:2]([N:30]4[CH2:35][CH2:34][O:33][CH2:32][CH2:31]4)[CH:10]=[CH:9][CH:8]=3)[CH2:4][CH2:5]2)=[O:12])[CH:18]=1)(=[O:20])=[O:21]. (8) Given the reactants C(OC(=O)[NH:7][CH2:8][CH2:9][C:10]1[O:14][N:13]=[C:12]([CH:15]([CH3:17])[CH3:16])[N:11]=1)(C)(C)C.[ClH:19], predict the reaction product. The product is: [ClH:19].[CH:15]([C:12]1[N:11]=[C:10]([CH2:9][CH2:8][NH2:7])[O:14][N:13]=1)([CH3:17])[CH3:16].